From a dataset of Ames mutagenicity test results for genotoxicity prediction. Regression/Classification. Given a drug SMILES string, predict its toxicity properties. Task type varies by dataset: regression for continuous values (e.g., LD50, hERG inhibition percentage) or binary classification for toxic/non-toxic outcomes (e.g., AMES mutagenicity, cardiotoxicity, hepatotoxicity). Dataset: ames. (1) The molecule is CN(C)CCNC(=O)c1ccc2ccc3cccnc3c2n1. The result is 1 (mutagenic). (2) The drug is CCCCN(C[C@H](O)CCO)N=O. The result is 1 (mutagenic). (3) The molecule is O=C(NCc1ccccc1)C(Br)c1ccccc1. The result is 0 (non-mutagenic). (4) The drug is Brc1ccc(-c2ccccc2)cc1. The result is 0 (non-mutagenic).